This data is from Reaction yield outcomes from USPTO patents with 853,638 reactions. The task is: Predict the reaction yield, written as a fraction of the theoretical maximum amount of product (1.0 means a 100% yield; for example, 0.34 means a 34% yield). The reactants are [N+:1]([C:4]1[CH:9]=[CH:8][C:7]([N:10]2[CH2:15][CH2:14][CH2:13][CH:12]([NH:16][C:17](=[O:23])[O:18][C:19]([CH3:22])([CH3:21])[CH3:20])[CH2:11]2)=[CH:6][CH:5]=1)([O-])=O. The catalyst is C(O)C.[Pd]. The product is [NH2:1][C:4]1[CH:9]=[CH:8][C:7]([N:10]2[CH2:15][CH2:14][CH2:13][CH:12]([NH:16][C:17](=[O:23])[O:18][C:19]([CH3:21])([CH3:20])[CH3:22])[CH2:11]2)=[CH:6][CH:5]=1. The yield is 0.940.